Dataset: Catalyst prediction with 721,799 reactions and 888 catalyst types from USPTO. Task: Predict which catalyst facilitates the given reaction. (1) Reactant: Br.[Br:2][C:3]1[CH:4]=[C:5]([CH2:10]Br)[C:6]([NH2:9])=[N:7][CH:8]=1.[CH2:12]([O:14][C:15](=[O:27])[CH2:16][NH:17][CH2:18][CH2:19][CH2:20][N:21]1[CH2:26][CH2:25][O:24][CH2:23][CH2:22]1)[CH3:13].C(N(CC)CC)C. Product: [CH2:12]([O:14][C:15](=[O:27])[CH2:16][N:17]([CH2:10][C:5]1[C:6]([NH2:9])=[N:7][CH:8]=[C:3]([Br:2])[CH:4]=1)[CH2:18][CH2:19][CH2:20][N:21]1[CH2:22][CH2:23][O:24][CH2:25][CH2:26]1)[CH3:13]. The catalyst class is: 18. (2) Reactant: [CH2:1]([N:4]1[C:12]2[C:11]([Cl:13])=[N:10][CH:9]=[N:8][C:7]=2[CH:6]=[CH:5]1)[CH:2]=[CH2:3].[Br:14]N1C(=O)CCC1=O. Product: [CH2:1]([N:4]1[C:12]2[C:11]([Cl:13])=[N:10][CH:9]=[N:8][C:7]=2[C:6]([Br:14])=[CH:5]1)[CH:2]=[CH2:3]. The catalyst class is: 1. (3) The catalyst class is: 100. Product: [N:31]1([CH2:30][CH2:29][N:15]2[CH:16]=[C:17]([C:19]3[CH:24]=[CH:23][N:22]=[C:21]([C:25]([F:27])([F:28])[F:26])[CH:20]=3)[N:18]=[C:14]2[C@H:11]2[CH2:12][CH2:13][NH:8][CH2:9][C@H:10]2[F:35])[CH2:32][CH2:33][CH2:34]1. Reactant: C(OC([N:8]1[CH2:13][CH2:12][C@H:11]([C:14]2[N:15]([CH2:29][CH2:30][N:31]3[CH2:34][CH2:33][CH2:32]3)[CH:16]=[C:17]([C:19]3[CH:24]=[CH:23][N:22]=[C:21]([C:25]([F:28])([F:27])[F:26])[CH:20]=3)[N:18]=2)[C@H:10]([F:35])[CH2:9]1)=O)(C)(C)C.Cl.O1CCOCC1.C(=O)([O-])[O-].[Na+].[Na+]. (4) Reactant: [Cl:1][C:2]1[CH:3]=[CH:4][C:5]2[O:18][CH:17]([C:19](O)=[O:20])[N:8]3[C:9]4[CH:10]=[CH:11][CH:12]=[C:13]([F:16])[C:14]=4[CH:15]=[C:7]3[C:6]=2[N:22]=1.[NH4+].[Cl-].C1C=CC2N(O)N=[N:31]C=2C=1.CCN=C=NCCCN(C)C.C(N(CC)CC)C. Product: [Cl:1][C:2]1[CH:3]=[CH:4][C:5]2[O:18][CH:17]([C:19]([NH2:31])=[O:20])[N:8]3[C:9]4[CH:10]=[CH:11][CH:12]=[C:13]([F:16])[C:14]=4[CH:15]=[C:7]3[C:6]=2[N:22]=1. The catalyst class is: 18. (5) Reactant: [NH2:1][C:2]1[CH:9]=[CH:8][CH:7]=[CH:6][C:3]=1[C:4]#[N:5].[S-:10][C:11]#[N:12].[K+].BrBr.O. Product: [NH2:1][C:2]1[CH:9]=[CH:8][C:7]([S:10][C:11]#[N:12])=[CH:6][C:3]=1[C:4]#[N:5]. The catalyst class is: 5. (6) Reactant: [Br:1][C:2]1[C:3]([CH3:12])=[C:4]([C:8]([F:11])=[CH:9][CH:10]=1)[C:5]([OH:7])=O.[CH3:13][O:14][C:15]1[CH:25]=[CH:24][C:18]([CH2:19][NH:20][CH2:21][CH2:22][OH:23])=[CH:17][CH:16]=1.CCN(C(C)C)C(C)C.CN(C(ON1N=NC2C=CC=NC1=2)=[N+](C)C)C.F[P-](F)(F)(F)(F)F. Product: [Br:1][C:2]1[C:3]([CH3:12])=[C:4]([C:8]([F:11])=[CH:9][CH:10]=1)[C:5]([N:20]([CH2:21][CH2:22][OH:23])[CH2:19][C:18]1[CH:17]=[CH:16][C:15]([O:14][CH3:13])=[CH:25][CH:24]=1)=[O:7]. The catalyst class is: 31. (7) Reactant: [H-].[Na+].[CH3:3][CH2:4][O:5][C:6]([CH:8](P(OCC)(OCC)=O)[CH3:9])=[O:7].[CH2:18]([O:22][CH2:23][CH2:24][O:25][C:26]1[CH:31]=[CH:30][C:29]([C:32]2[CH:33]=[N:34][C:35]([N:40]3[CH2:44][CH2:43][CH2:42][CH2:41]3)=[C:36]([CH:39]=2)[CH:37]=O)=[CH:28][CH:27]=1)[CH2:19][CH2:20][CH3:21]. Product: [CH2:18]([O:22][CH2:23][CH2:24][O:25][C:26]1[CH:27]=[CH:28][C:29]([C:32]2[CH:39]=[C:36](/[CH:37]=[C:8](\[CH3:9])/[C:6]([O:5][CH2:4][CH3:3])=[O:7])[C:35]([N:40]3[CH2:44][CH2:43][CH2:42][CH2:41]3)=[N:34][CH:33]=2)=[CH:30][CH:31]=1)[CH2:19][CH2:20][CH3:21]. The catalyst class is: 11. (8) Reactant: [OH:1][CH:2]1[CH2:7][CH2:6][N:5]([CH3:8])[CH2:4][CH2:3]1.[H-].[Na+].[CH2:11]([Sn:15]([CH2:22][CH2:23][CH2:24][CH3:25])([CH2:18][CH2:19][CH2:20][CH3:21])[CH2:16]I)[CH2:12][CH2:13][CH3:14].CN(C)C=O. Product: [CH3:8][N:5]1[CH2:6][CH2:7][CH:2]([O:1][CH2:16][Sn:15]([CH2:11][CH2:12][CH2:13][CH3:14])([CH2:22][CH2:23][CH2:24][CH3:25])[CH2:18][CH2:19][CH2:20][CH3:21])[CH2:3][CH2:4]1. The catalyst class is: 30.